This data is from Forward reaction prediction with 1.9M reactions from USPTO patents (1976-2016). The task is: Predict the product of the given reaction. (1) Given the reactants [Zn:1].[Br:2]C(Br)C.[CH3:6][O:7][C:8](=[O:17])[C:9]1[CH:14]=[CH:13][CH:12]=[CH:11][C:10]=1[CH2:15]Br, predict the reaction product. The product is: [Br-:2].[C:8]([C:9]1[CH:14]=[CH:13][CH:12]=[CH:11][C:10]=1[CH2:15][Zn+:1])([O:7][CH3:6])=[O:17]. (2) Given the reactants [CH2:1]([C:3]1[CH:26]=[CH:25][CH:24]=[C:23]([CH3:27])[C:4]=1[CH2:5][NH:6][C:7]1[C:12]([N+:13]([O-])=O)=[C:11]([NH:16][CH3:17])[CH:10]=[C:9]([O:18][CH2:19][CH2:20][O:21][CH3:22])[N:8]=1)[CH3:2], predict the reaction product. The product is: [CH2:1]([C:3]1[CH:26]=[CH:25][CH:24]=[C:23]([CH3:27])[C:4]=1[CH2:5][NH:6][C:7]1[C:12]([NH2:13])=[C:11]([NH:16][CH3:17])[CH:10]=[C:9]([O:18][CH2:19][CH2:20][O:21][CH3:22])[N:8]=1)[CH3:2]. (3) Given the reactants Cl.[NH2:2][C:3]1[N:8]=[CH:7][C:6]([C:9]2[CH:10]=[N:11][C:12]([N:15]3[CH2:20][CH2:19][N:18](C(OC(C)(C)C)=O)[CH2:17][CH2:16]3)=[CH:13][CH:14]=2)=[CH:5][C:4]=1[C:28]1[NH:32][C:31]2[CH:33]=[C:34]([O:37][CH3:38])[CH:35]=[CH:36][C:30]=2[N:29]=1, predict the reaction product. The product is: [CH3:38][O:37][C:34]1[CH:35]=[CH:36][C:30]2[N:29]=[C:28]([C:4]3[CH:5]=[C:6]([C:9]4[CH:10]=[N:11][C:12]([N:15]5[CH2:16][CH2:17][NH:18][CH2:19][CH2:20]5)=[CH:13][CH:14]=4)[CH:7]=[N:8][C:3]=3[NH2:2])[NH:32][C:31]=2[CH:33]=1. (4) The product is: [CH3:24][O:25][C:26]1[CH:31]=[CH:30][C:29]([CH2:32][C:33]([O:23][C@@:9]2([C:14]#[C:15][C:16]3[CH:17]=[C:18]([CH3:22])[CH:19]=[CH:20][CH:21]=3)[CH2:10][CH2:11][CH2:12][C@@H:13]3[C@H:8]2[CH2:7][CH2:6][N:5]3[C:3]([O:2][CH3:1])=[O:4])=[O:34])=[CH:28][CH:27]=1. Given the reactants [CH3:1][O:2][C:3]([N:5]1[C@@H:13]2[C@@H:8]([C@@:9]([OH:23])([C:14]#[C:15][C:16]3[CH:17]=[C:18]([CH3:22])[CH:19]=[CH:20][CH:21]=3)[CH2:10][CH2:11][CH2:12]2)[CH2:7][CH2:6]1)=[O:4].[CH3:24][O:25][C:26]1[CH:31]=[CH:30][C:29]([CH2:32][C:33](O)=[O:34])=[CH:28][CH:27]=1, predict the reaction product. (5) Given the reactants [H-].[Na+].[CH2:3]([N:10]1[CH:15]=[CH:14][O:13][C:12]([OH:16])=[C:11]1[C:17]1[CH:22]=[CH:21][C:20]([F:23])=[CH:19][CH:18]=1)[C:4]1[CH:9]=[CH:8][CH:7]=[CH:6][CH:5]=1.Br[CH:25]([C:27]1[CH:32]=[C:31]([C:33]([F:36])([F:35])[F:34])[CH:30]=[C:29]([C:37]([F:40])([F:39])[F:38])[CH:28]=1)[CH3:26], predict the reaction product. The product is: [CH2:3]([N:10]1[CH2:15][CH2:14][O:13][C@@H:12]([O:16][CH2:26][CH2:25][C:27]2[CH:28]=[C:29]([C:37]([F:38])([F:40])[F:39])[CH:30]=[C:31]([C:33]([F:34])([F:35])[F:36])[CH:32]=2)[C@@H:11]1[C:17]1[CH:18]=[CH:19][C:20]([F:23])=[CH:21][CH:22]=1)[C:4]1[CH:5]=[CH:6][CH:7]=[CH:8][CH:9]=1. (6) Given the reactants [O:1]1[C:4]2([CH2:8][CH2:7][NH:6][CH2:5]2)[CH2:3][CH2:2]1.F[C:10]1[CH:17]=[CH:16][C:15]([C:18]2[N:23]=[C:22]([NH:24][C:25]3[CH:30]=[CH:29][C:28]([N:31]4[CH2:36][CH2:35][N:34]([CH:37]5[CH2:40][O:39][CH2:38]5)[CH2:33][CH2:32]4)=[CH:27][CH:26]=3)[N:21]=[CH:20][N:19]=2)=[CH:14][C:11]=1[C:12]#[N:13], predict the reaction product. The product is: [O:39]1[CH2:38][CH:37]([N:34]2[CH2:35][CH2:36][N:31]([C:28]3[CH:27]=[CH:26][C:25]([NH:24][C:22]4[N:21]=[CH:20][N:19]=[C:18]([C:15]5[CH:16]=[CH:17][C:10]([N:6]6[CH2:7][CH2:8][C:4]7([O:1][CH2:2][CH2:3]7)[CH2:5]6)=[C:11]([CH:14]=5)[C:12]#[N:13])[N:23]=4)=[CH:30][CH:29]=3)[CH2:32][CH2:33]2)[CH2:40]1.